This data is from Experimentally validated miRNA-target interactions with 360,000+ pairs, plus equal number of negative samples. The task is: Binary Classification. Given a miRNA mature sequence and a target amino acid sequence, predict their likelihood of interaction. (1) The protein sequence of the target gene is MVNLAAMVWRRLLRKRWVLALVFGLSLVYFLSSTFKQEERAVRDRNLLQVHDHNQPIPWKVQFNLGNSSRPSNQCRNSIQGKHLITDELGYVCERKDLLVNGCCNVNVPSTKQYCCDGCWPNGCCSAYEYCVSCCLQPNKQLLLERFLNRAAVAFQNLFMAVEDHFELCLAKCRTSSQSVQHENTYRDPIAKYCYGESPPELFPA. The miRNA is rno-let-7b-5p with sequence UGAGGUAGUAGGUUGUGUGGUU. Result: 0 (no interaction). (2) The miRNA is hsa-miR-4651 with sequence CGGGGUGGGUGAGGUCGGGC. The protein sequence of the target gene is MGLEDEQKMLTESGDPEEEEEEEEELVDPLTTVREQCEQLEKCVKARERLELCDERVSSRSHTEEDCTEELFDFLHARDHCVAHKLFNNLK. Result: 1 (interaction). (3) The miRNA is hsa-miR-6739-3p with sequence AUUGUUCUGUCUUUCUCCCAG. The protein sequence of the target gene is MWPGNAWRAALFWVPRGRRAQSALAQLRGILEGELEGIRGAGTWKSERVITSRQGPHIRVDGVSGGILNFCANNYLGLSSHPEVIQAGLQALEEFGAGLSSVRFICGTQSIHKNLEAKIARFHQREDAILYPSCYDANAGLFEALLTPEDAVLSDELNHASIIDGIRLCKAHKYRYRHLDMADLEAKLQEAQKHRLRLVATDGAFSMDGDIAPLQEICCLASRYGALVFMDECHATGFLGPTGRGTDELLGVMDQVTIINSTLGKALGGASGGYTTGPGPLVSLLRQRARPYLFSNSLPP.... Result: 0 (no interaction).